From a dataset of Retrosynthesis with 50K atom-mapped reactions and 10 reaction types from USPTO. Predict the reactants needed to synthesize the given product. (1) Given the product Cc1c(C=C2C(=O)Nc3ccc(F)cc32)[nH]c2c1C(=O)N(CCN1CCCC1)CC2, predict the reactants needed to synthesize it. The reactants are: Cc1c(C=O)[nH]c2c1C(=O)N(CCN1CCCC1)CC2.O=C1Cc2cc(F)ccc2N1. (2) Given the product CC1CCCN(c2nc(C(F)(F)F)c(C(=O)Nc3ccc(-c4ccc(C(=O)Nc5ccccc5Cl)cc4)cc3)o2)C1, predict the reactants needed to synthesize it. The reactants are: CC1CCCN(c2nc(C(F)(F)F)c(C(=O)Nc3ccc(-c4ccc(C(=O)Nc5ccccc5)cc4)cc3)o2)C1.Nc1ccccc1Cl. (3) The reactants are: COC(=O)COc1cccc2c1c1c(C(N)=O)cccc1n2Cc1ccccc1C(F)(F)F. Given the product NC(=O)c1cccc2c1c1c(OCC(=O)O)cccc1n2Cc1ccccc1C(F)(F)F, predict the reactants needed to synthesize it. (4) Given the product O=C(C1CC1)N1CCN2CC1Cc1ccccc12, predict the reactants needed to synthesize it. The reactants are: O=C(OC(=O)C1CC1)C1CC1.c1ccc2c(c1)CC1CN2CCN1. (5) Given the product CCOP(=O)(OCC)c1ccc(N)cc1, predict the reactants needed to synthesize it. The reactants are: CCOP(=O)(OCC)c1ccc([N+](=O)[O-])cc1.